From a dataset of Full USPTO retrosynthesis dataset with 1.9M reactions from patents (1976-2016). Predict the reactants needed to synthesize the given product. (1) Given the product [Br:4][C:5]1[CH:6]=[C:7]2[C:11](=[CH:12][CH:13]=1)[N:10]([C:21]([O:23][C:24]([CH3:27])([CH3:26])[CH3:25])=[O:22])[CH:9]=[C:8]2[C:14]([O:16][C:17]([CH3:20])([CH3:19])[CH3:18])=[O:15], predict the reactants needed to synthesize it. The reactants are: ClCCl.[Br:4][C:5]1[CH:6]=[C:7]2[C:11](=[CH:12][CH:13]=1)[NH:10][CH:9]=[C:8]2[C:14]([O:16][C:17]([CH3:20])([CH3:19])[CH3:18])=[O:15].[C:21](O[C:21]([O:23][C:24]([CH3:27])([CH3:26])[CH3:25])=[O:22])([O:23][C:24]([CH3:27])([CH3:26])[CH3:25])=[O:22]. (2) Given the product [Cl:1][CH2:2][CH2:3][CH2:4][C:5]1[CH:6]=[C:7]2[C:12](=[CH:13][CH:14]=1)[N:11]([C:17](=[O:19])[CH3:18])[CH2:10][C:9]([CH3:16])([CH3:15])[CH2:8]2, predict the reactants needed to synthesize it. The reactants are: [Cl:1][CH2:2][CH2:3][CH2:4][C:5]1[CH:6]=[C:7]2[C:12](=[CH:13][CH:14]=1)[NH:11][CH2:10][C:9]([CH3:16])([CH3:15])[CH2:8]2.[C:17](O)(=[O:19])[CH3:18]. (3) The reactants are: F[C:2]1[CH:9]=[CH:8][C:5]([C:6]#[N:7])=[C:4]([C:10]([F:13])([F:12])[F:11])[C:3]=1[C:14]#[C:15][Si](C)(C)C.[NH2:20][C@@H:21]([C:24]1[CH:25]=[N:26][CH:27]=[C:28]([CH:31]=1)[C:29]#[N:30])[CH2:22][CH3:23].C([O-])([O-])=O.[K+].[K+].C([O-])(O)=O.[Na+]. Given the product [C:29]([C:28]1[CH:31]=[C:24]([C@H:21]([N:20]2[C:2]3[C:3](=[C:4]([C:10]([F:13])([F:12])[F:11])[C:5]([C:6]#[N:7])=[CH:8][CH:9]=3)[CH:14]=[CH:15]2)[CH2:22][CH3:23])[CH:25]=[N:26][CH:27]=1)#[N:30], predict the reactants needed to synthesize it. (4) Given the product [CH2:6]([C:13]1[CH:14]=[C:15]([C:28]([N:30]2[CH2:35][CH2:34][N:33]([C:36]([O:38][C:39]([CH3:41])([CH3:42])[CH3:40])=[O:37])[CH2:32][CH2:31]2)=[O:29])[N:16]=[N:17][C:18]=1[C:19]1[O:27][CH:22]=[C:21]([CH:24]([CH3:25])[CH3:26])[N:20]=1)[C:7]1[CH:8]=[CH:9][CH:10]=[CH:11][CH:12]=1, predict the reactants needed to synthesize it. The reactants are: O1C=CN=C1.[CH2:6]([C:13]1[CH:14]=[C:15]([C:28]([N:30]2[CH2:35][CH2:34][N:33]([C:36]([O:38][C:39]([CH3:42])([CH3:41])[CH3:40])=[O:37])[CH2:32][CH2:31]2)=[O:29])[N:16]=[N:17][C:18]=1[C:19](=[O:27])[NH:20][C@@H:21]([CH:24]([CH3:26])[CH3:25])[CH2:22]O)[C:7]1[CH:12]=[CH:11][CH:10]=[CH:9][CH:8]=1.